The task is: Predict the reactants needed to synthesize the given product.. This data is from Full USPTO retrosynthesis dataset with 1.9M reactions from patents (1976-2016). (1) Given the product [C:9]([NH:8][C:5]1[CH:4]=[CH:3][C:2]([O:1][C:30]([N:27]2[CH2:28][CH2:29][CH:24]([O:23][Si:22]([C:18]([CH3:21])([CH3:20])[CH3:19])([CH3:38])[CH3:39])[CH2:25][CH2:26]2)=[O:31])=[N:7][CH:6]=1)(=[O:16])[C:10]1[CH:15]=[CH:14][CH:13]=[CH:12][CH:11]=1, predict the reactants needed to synthesize it. The reactants are: [OH:1][C:2]1[N:7]=[CH:6][C:5]([NH:8][C:9](=[O:16])[C:10]2[CH:15]=[CH:14][CH:13]=[CH:12][CH:11]=2)=[CH:4][CH:3]=1.[I-].[C:18]([Si:22]([CH3:39])([CH3:38])[O:23][CH:24]1[CH2:29][CH2:28][N:27]([C:30](N2C=C[N+](C)=C2)=[O:31])[CH2:26][CH2:25]1)([CH3:21])([CH3:20])[CH3:19].N12CCN(CC1)CC2. (2) Given the product [Br:1][C:2]1[CH:3]=[CH:4][C:5]([C:8]2[CH2:12][CH:11]([CH2:13][O:14][Si:22]([C:25]([CH3:28])([CH3:27])[CH3:26])([CH3:24])[CH3:23])[O:10][N:9]=2)=[CH:6][CH:7]=1, predict the reactants needed to synthesize it. The reactants are: [Br:1][C:2]1[CH:7]=[CH:6][C:5]([C:8]2[CH2:12][CH:11]([CH2:13][OH:14])[O:10][N:9]=2)=[CH:4][CH:3]=1.C(N(CC)CC)C.[Si:22](Cl)([C:25]([CH3:28])([CH3:27])[CH3:26])([CH3:24])[CH3:23]. (3) Given the product [Cl:2][C:3]1[C:7]([Cl:8])=[C:6]([CH3:9])[NH:5][C:4]=1[C:10]([NH:12][C@@H:13]1[CH2:18][CH2:17][N:16]([C:25]2[S:26][C:27]3[C:33]([C:34]([O:36][CH2:37][CH3:38])=[O:35])=[CH:32][CH:31]=[CH:30][C:28]=3[N:29]=2)[CH2:15][C@@H:14]1[N:19]1[CH:23]=[CH:22][N:21]=[N:20]1)=[O:11], predict the reactants needed to synthesize it. The reactants are: Br.[Cl:2][C:3]1[C:7]([Cl:8])=[C:6]([CH3:9])[NH:5][C:4]=1[C:10]([NH:12][C@@H:13]1[CH2:18][CH2:17][NH:16][CH2:15][C@@H:14]1[N:19]1[CH:23]=[CH:22][N:21]=[N:20]1)=[O:11].Br[C:25]1[S:26][C:27]2[C:33]([C:34]([O:36][CH2:37][CH3:38])=[O:35])=[CH:32][CH:31]=[CH:30][C:28]=2[N:29]=1.CN1C(=O)CCC1.CCN(C(C)C)C(C)C.